Dataset: Full USPTO retrosynthesis dataset with 1.9M reactions from patents (1976-2016). Task: Predict the reactants needed to synthesize the given product. (1) Given the product [F:12][C:13]1[CH:14]=[CH:15][C:16]([N+:23]([O-:25])=[O:24])=[C:17]([S:19]([NH:1][C:2]2[CH:3]=[CH:4][CH:5]=[C:6]3[C:11]=2[N:10]=[CH:9][CH:8]=[CH:7]3)(=[O:20])=[O:21])[CH:18]=1, predict the reactants needed to synthesize it. The reactants are: [NH2:1][C:2]1[CH:3]=[CH:4][CH:5]=[C:6]2[C:11]=1[N:10]=[CH:9][CH:8]=[CH:7]2.[F:12][C:13]1[CH:14]=[CH:15][C:16]([N+:23]([O-:25])=[O:24])=[C:17]([S:19](Cl)(=[O:21])=[O:20])[CH:18]=1.N1C=CC=CC=1. (2) The reactants are: [NH2:1][C:2]([CH3:17])([CH2:5][N:6]1[N:10]=[C:9]2[CH:11]=[C:12]([Cl:16])[CH:13]=[C:14]([CH3:15])[C:8]2=[N:7]1)[C:3]#[N:4].[O:18]([C:25]1[CH:33]=[CH:32][C:28]([C:29](Cl)=[O:30])=[CH:27][CH:26]=1)[C:19]1[CH:24]=[CH:23][CH:22]=[CH:21][CH:20]=1. Given the product [Cl:16][C:12]1[CH:13]=[C:14]([CH3:15])[C:8]2[C:9]([CH:11]=1)=[N:10][N:6]([CH2:5][C:2]([NH:1][C:29](=[O:30])[C:28]1[CH:27]=[CH:26][C:25]([O:18][C:19]3[CH:24]=[CH:23][CH:22]=[CH:21][CH:20]=3)=[CH:33][CH:32]=1)([C:3]#[N:4])[CH3:17])[N:7]=2, predict the reactants needed to synthesize it. (3) Given the product [O:48]1[CH2:46][CH2:45][N:39]([CH2:44][C:50]2[N:51]=[C:8]([N:7]([CH2:29][O:30][CH2:31][CH2:32][Si:33]([CH3:36])([CH3:34])[CH3:35])[CH2:6][O:5][CH2:4][CH2:3][Si:2]([CH3:37])([CH3:1])[CH3:38])[N:13]3[N:14]=[CH:15][C:16]([C:17]4[CH:18]=[N:19][C:20]5[C:25]([CH:26]=4)=[CH:24][CH:23]=[CH:22][CH:21]=5)=[C:12]3[CH:53]=2)[CH2:40][CH2:41]1, predict the reactants needed to synthesize it. The reactants are: [CH3:1][Si:2]([CH3:38])([CH3:37])[CH2:3][CH2:4][O:5][CH2:6][N:7]([CH2:29][O:30][CH2:31][CH2:32][Si:33]([CH3:36])([CH3:35])[CH3:34])[C:8]1[N:13]2[N:14]=[CH:15][C:16]([C:17]3[CH:18]=[N:19][C:20]4[C:25]([CH:26]=3)=[CH:24][CH:23]=[CH:22][CH:21]=4)=[C:12]2N=C(C=O)C=1.[NH:39]1[CH2:44]CO[CH2:41][CH2:40]1.[CH3:45][C:46]([OH:48])=O.[BH3-][C:50]#[N:51].[Na+].[CH3:53]CO. (4) The reactants are: [F:1][C:2]1[CH:17]=[CH:16][C:5]2[N:6]([CH:10]3[CH2:15][CH2:14][NH:13][CH2:12][CH2:11]3)[C:7](=[O:9])[NH:8][C:4]=2[CH:3]=1.[CH3:18][C:19]1[NH:20][C:21]2[C:26]([CH:27]=1)=[CH:25][CH:24]=[CH:23][C:22]=2[O:28][CH2:29][C@@H:30]1[CH2:32][O:31]1. Given the product [F:1][C:2]1[CH:17]=[CH:16][C:5]2[N:6]([CH:10]3[CH2:11][CH2:12][N:13]([CH2:32][C@H:30]([OH:31])[CH2:29][O:28][C:22]4[CH:23]=[CH:24][CH:25]=[C:26]5[C:21]=4[NH:20][C:19]([CH3:18])=[CH:27]5)[CH2:14][CH2:15]3)[C:7](=[O:9])[NH:8][C:4]=2[CH:3]=1, predict the reactants needed to synthesize it. (5) Given the product [C:1](/[CH:3]=[CH:4]/[S:5]([C:8]1[CH:9]=[C:10]([C:14]([CH3:19])([CH3:18])[C:15]([NH:26][CH:20]2[CH2:25][CH2:24][CH2:23][CH2:22][CH2:21]2)=[O:17])[CH:11]=[CH:12][CH:13]=1)(=[O:6])=[O:7])#[N:2], predict the reactants needed to synthesize it. The reactants are: [C:1](/[CH:3]=[CH:4]/[S:5]([C:8]1[CH:9]=[C:10]([C:14]([CH3:19])([CH3:18])[C:15]([OH:17])=O)[CH:11]=[CH:12][CH:13]=1)(=[O:7])=[O:6])#[N:2].[CH:20]1([NH2:26])[CH2:25][CH2:24][CH2:23][CH2:22][CH2:21]1.Cl.CN(C)CCCN=C=NCC.ON1C2C=CC=CC=2N=N1. (6) Given the product [Cl:25][C:26]1[CH:31]=[CH:30][C:29]([Cl:32])=[CH:28][C:27]=1[C:5]1[C:4]([C:3]([OH:2])=[O:24])=[CH:9][C:8]([C:10]2[S:11][CH:12]=[C:13]([C:15]3[CH:20]=[CH:19][C:18]([Cl:21])=[C:17]([Cl:22])[CH:16]=3)[N:14]=2)=[CH:7][CH:6]=1, predict the reactants needed to synthesize it. The reactants are: C[O:2][C:3](=[O:24])[C:4]1[CH:9]=[C:8]([C:10]2[S:11][CH:12]=[C:13]([C:15]3[CH:20]=[CH:19][C:18]([Cl:21])=[C:17]([Cl:22])[CH:16]=3)[N:14]=2)[CH:7]=[CH:6][C:5]=1Br.[Cl:25][C:26]1[CH:31]=[CH:30][C:29]([Cl:32])=[CH:28][C:27]=1B(O)O. (7) The reactants are: C[O:2][C:3](=O)[C:4]1[CH:9]=[C:8]([F:10])[CH:7]=[C:6]([F:11])[C:5]=1[C:12](=O)[CH:13]([C:26]1[N:30]([CH3:31])[N:29]=[CH:28][N:27]=1)[CH:14]([C:19]1[CH:24]=[CH:23][C:22]([F:25])=[CH:21][CH:20]=1)[CH2:15][N+:16]([O-:18])=[O:17].O.[NH2:35][NH2:36]. Given the product [F:11][C:6]1[CH:7]=[C:8]([F:10])[CH:9]=[C:4]2[C:5]=1[C:12]([CH:13]([C:26]1[N:30]([CH3:31])[N:29]=[CH:28][N:27]=1)[CH:14]([C:19]1[CH:20]=[CH:21][C:22]([F:25])=[CH:23][CH:24]=1)[CH2:15][N+:16]([O-:18])=[O:17])=[N:35][NH:36][C:3]2=[O:2], predict the reactants needed to synthesize it. (8) Given the product [F:19][C:20]1[CH:32]=[C:31](/[CH:33]=[CH:37]/[C:36]([F:53])([F:52])[F:35])[CH:30]=[CH:29][C:21]=1[C:22]([O:24][C:25]([CH3:28])([CH3:27])[CH3:26])=[O:23], predict the reactants needed to synthesize it. The reactants are: CCCC[N+](CCCC)(CCCC)CCCC.[F-].[F:19][C:20]1[CH:32]=[C:31]([CH:33]=O)[CH:30]=[CH:29][C:21]=1[C:22]([O:24][C:25]([CH3:28])([CH3:27])[CH3:26])=[O:23].[F:35][C:36]([F:53])([F:52])[CH2:37]P(=O)(C1C=CC=CC=1)C1C=CC=CC=1.